From a dataset of NCI-60 drug combinations with 297,098 pairs across 59 cell lines. Regression. Given two drug SMILES strings and cell line genomic features, predict the synergy score measuring deviation from expected non-interaction effect. (1) Drug 1: CCCS(=O)(=O)NC1=C(C(=C(C=C1)F)C(=O)C2=CNC3=C2C=C(C=N3)C4=CC=C(C=C4)Cl)F. Drug 2: CC(CN1CC(=O)NC(=O)C1)N2CC(=O)NC(=O)C2. Cell line: MDA-MB-435. Synergy scores: CSS=36.1, Synergy_ZIP=3.48, Synergy_Bliss=6.38, Synergy_Loewe=-18.5, Synergy_HSA=7.09. (2) Drug 1: C1=NC2=C(N1)C(=S)N=CN2. Drug 2: COC1=C2C(=CC3=C1OC=C3)C=CC(=O)O2. Cell line: MCF7. Synergy scores: CSS=40.1, Synergy_ZIP=0.259, Synergy_Bliss=-1.42, Synergy_Loewe=-24.6, Synergy_HSA=-0.440. (3) Drug 1: CC1=CC2C(CCC3(C2CCC3(C(=O)C)OC(=O)C)C)C4(C1=CC(=O)CC4)C. Drug 2: CN1C2=C(C=C(C=C2)N(CCCl)CCCl)N=C1CCCC(=O)O.Cl. Cell line: T-47D. Synergy scores: CSS=9.97, Synergy_ZIP=-7.98, Synergy_Bliss=-8.68, Synergy_Loewe=-7.42, Synergy_HSA=-7.23. (4) Drug 1: C1CCC(C1)C(CC#N)N2C=C(C=N2)C3=C4C=CNC4=NC=N3. Drug 2: C1=CN(C=N1)CC(O)(P(=O)(O)O)P(=O)(O)O. Cell line: 786-0. Synergy scores: CSS=44.2, Synergy_ZIP=1.79, Synergy_Bliss=3.96, Synergy_Loewe=-19.4, Synergy_HSA=5.33. (5) Drug 1: C1=CC(=CC=C1CCCC(=O)O)N(CCCl)CCCl. Synergy scores: CSS=26.2, Synergy_ZIP=-8.43, Synergy_Bliss=-3.06, Synergy_Loewe=-1.79, Synergy_HSA=-0.456. Cell line: NCI/ADR-RES. Drug 2: CCN(CC)CCCC(C)NC1=C2C=C(C=CC2=NC3=C1C=CC(=C3)Cl)OC. (6) Drug 1: CC1C(C(CC(O1)OC2CC(CC3=C2C(=C4C(=C3O)C(=O)C5=C(C4=O)C(=CC=C5)OC)O)(C(=O)CO)O)N)O.Cl. Drug 2: C1=CC(=CC=C1CCC2=CNC3=C2C(=O)NC(=N3)N)C(=O)NC(CCC(=O)O)C(=O)O. Cell line: HS 578T. Synergy scores: CSS=36.2, Synergy_ZIP=-3.72, Synergy_Bliss=-4.69, Synergy_Loewe=-12.4, Synergy_HSA=-2.03.